This data is from Forward reaction prediction with 1.9M reactions from USPTO patents (1976-2016). The task is: Predict the product of the given reaction. Given the reactants [OH:1][CH2:2][C:3]1[CH:12]=[CH:11][C:6]2[N:7]([CH3:10])[CH:8]=[N:9][C:5]=2[CH:4]=1, predict the reaction product. The product is: [CH3:10][N:7]1[C:6]2[CH:11]=[CH:12][C:3]([CH:2]=[O:1])=[CH:4][C:5]=2[N:9]=[CH:8]1.